Dataset: NCI-60 drug combinations with 297,098 pairs across 59 cell lines. Task: Regression. Given two drug SMILES strings and cell line genomic features, predict the synergy score measuring deviation from expected non-interaction effect. (1) Drug 1: C1CC(=O)NC(=O)C1N2C(=O)C3=CC=CC=C3C2=O. Drug 2: CC12CCC3C(C1CCC2OP(=O)(O)O)CCC4=C3C=CC(=C4)OC(=O)N(CCCl)CCCl.[Na+]. Cell line: MDA-MB-435. Synergy scores: CSS=11.6, Synergy_ZIP=1.84, Synergy_Bliss=2.67, Synergy_Loewe=0.881, Synergy_HSA=-1.64. (2) Drug 1: CN(CCCl)CCCl.Cl. Drug 2: C(CC(=O)O)C(=O)CN.Cl. Cell line: HL-60(TB). Synergy scores: CSS=73.8, Synergy_ZIP=-0.0637, Synergy_Bliss=3.23, Synergy_Loewe=-39.1, Synergy_HSA=3.65. (3) Drug 1: C1CC(=O)NC(=O)C1N2CC3=C(C2=O)C=CC=C3N. Drug 2: CC1C(C(CC(O1)OC2CC(OC(C2O)C)OC3=CC4=CC5=C(C(=O)C(C(C5)C(C(=O)C(C(C)O)O)OC)OC6CC(C(C(O6)C)O)OC7CC(C(C(O7)C)O)OC8CC(C(C(O8)C)O)(C)O)C(=C4C(=C3C)O)O)O)O. Cell line: SR. Synergy scores: CSS=17.2, Synergy_ZIP=-2.87, Synergy_Bliss=-0.170, Synergy_Loewe=3.33, Synergy_HSA=3.58. (4) Drug 1: CCN(CC)CCNC(=O)C1=C(NC(=C1C)C=C2C3=C(C=CC(=C3)F)NC2=O)C. Drug 2: CC(C)CN1C=NC2=C1C3=CC=CC=C3N=C2N. Cell line: A498. Synergy scores: CSS=0.566, Synergy_ZIP=-0.449, Synergy_Bliss=-2.41, Synergy_Loewe=-2.93, Synergy_HSA=-4.03. (5) Drug 2: C1C(C(OC1N2C=NC(=NC2=O)N)CO)O. Drug 1: CCN(CC)CCNC(=O)C1=C(NC(=C1C)C=C2C3=C(C=CC(=C3)F)NC2=O)C. Cell line: HCT-15. Synergy scores: CSS=8.75, Synergy_ZIP=0.291, Synergy_Bliss=-8.10, Synergy_Loewe=-7.44, Synergy_HSA=-4.43.